Regression. Given two drug SMILES strings and cell line genomic features, predict the synergy score measuring deviation from expected non-interaction effect. From a dataset of NCI-60 drug combinations with 297,098 pairs across 59 cell lines. Drug 1: CC12CCC3C(C1CCC2O)C(CC4=C3C=CC(=C4)O)CCCCCCCCCS(=O)CCCC(C(F)(F)F)(F)F. Cell line: DU-145. Drug 2: C1CN(CCN1C(=O)CCBr)C(=O)CCBr. Synergy scores: CSS=31.3, Synergy_ZIP=6.54, Synergy_Bliss=7.58, Synergy_Loewe=0.759, Synergy_HSA=5.85.